Regression. Given two drug SMILES strings and cell line genomic features, predict the synergy score measuring deviation from expected non-interaction effect. From a dataset of NCI-60 drug combinations with 297,098 pairs across 59 cell lines. (1) Drug 1: C1=CC(=CC=C1CCCC(=O)O)N(CCCl)CCCl. Drug 2: C1C(C(OC1N2C=NC3=C2NC=NCC3O)CO)O. Cell line: COLO 205. Synergy scores: CSS=37.2, Synergy_ZIP=-1.37, Synergy_Bliss=-6.94, Synergy_Loewe=-10.5, Synergy_HSA=-6.24. (2) Drug 1: CC1C(C(=O)NC(C(=O)N2CCCC2C(=O)N(CC(=O)N(C(C(=O)O1)C(C)C)C)C)C(C)C)NC(=O)C3=C4C(=C(C=C3)C)OC5=C(C(=O)C(=C(C5=N4)C(=O)NC6C(OC(=O)C(N(C(=O)CN(C(=O)C7CCCN7C(=O)C(NC6=O)C(C)C)C)C)C(C)C)C)N)C. Drug 2: C1=CN(C=N1)CC(O)(P(=O)(O)O)P(=O)(O)O. Cell line: OVCAR-5. Synergy scores: CSS=16.6, Synergy_ZIP=-5.02, Synergy_Bliss=-6.34, Synergy_Loewe=-46.0, Synergy_HSA=-5.21. (3) Cell line: DU-145. Drug 1: C1C(C(OC1N2C=NC3=C(N=C(N=C32)Cl)N)CO)O. Drug 2: C1CN1C2=NC(=NC(=N2)N3CC3)N4CC4. Synergy scores: CSS=66.2, Synergy_ZIP=-4.59, Synergy_Bliss=-4.76, Synergy_Loewe=-3.72, Synergy_HSA=-0.448. (4) Drug 1: CC1=CC2C(CCC3(C2CCC3(C(=O)C)OC(=O)C)C)C4(C1=CC(=O)CC4)C. Drug 2: C(CC(=O)O)C(=O)CN.Cl. Cell line: HL-60(TB). Synergy scores: CSS=-19.5, Synergy_ZIP=1.13, Synergy_Bliss=-21.4, Synergy_Loewe=-23.3, Synergy_HSA=-24.6. (5) Drug 1: CC1=C2C(C(=O)C3(C(CC4C(C3C(C(C2(C)C)(CC1OC(=O)C(C(C5=CC=CC=C5)NC(=O)OC(C)(C)C)O)O)OC(=O)C6=CC=CC=C6)(CO4)OC(=O)C)O)C)O. Drug 2: C1C(C(OC1N2C=NC(=NC2=O)N)CO)O. Cell line: NCI-H226. Synergy scores: CSS=7.06, Synergy_ZIP=-6.69, Synergy_Bliss=-3.66, Synergy_Loewe=-9.26, Synergy_HSA=-2.80. (6) Drug 1: COC1=CC(=CC(=C1O)OC)C2C3C(COC3=O)C(C4=CC5=C(C=C24)OCO5)OC6C(C(C7C(O6)COC(O7)C8=CC=CS8)O)O. Drug 2: C1=CN(C(=O)N=C1N)C2C(C(C(O2)CO)O)O.Cl. Cell line: NCI-H522. Synergy scores: CSS=46.8, Synergy_ZIP=-5.21, Synergy_Bliss=-3.56, Synergy_Loewe=1.61, Synergy_HSA=3.88. (7) Drug 1: C1CC(=O)NC(=O)C1N2CC3=C(C2=O)C=CC=C3N. Drug 2: CC12CCC3C(C1CCC2O)C(CC4=C3C=CC(=C4)O)CCCCCCCCCS(=O)CCCC(C(F)(F)F)(F)F. Cell line: SF-539. Synergy scores: CSS=1.38, Synergy_ZIP=-2.09, Synergy_Bliss=-3.84, Synergy_Loewe=-2.64, Synergy_HSA=-2.57.